The task is: Regression. Given two drug SMILES strings and cell line genomic features, predict the synergy score measuring deviation from expected non-interaction effect.. This data is from NCI-60 drug combinations with 297,098 pairs across 59 cell lines. (1) Drug 1: CC1=C2C(C(=O)C3(C(CC4C(C3C(C(C2(C)C)(CC1OC(=O)C(C(C5=CC=CC=C5)NC(=O)OC(C)(C)C)O)O)OC(=O)C6=CC=CC=C6)(CO4)OC(=O)C)OC)C)OC. Drug 2: C#CCC(CC1=CN=C2C(=N1)C(=NC(=N2)N)N)C3=CC=C(C=C3)C(=O)NC(CCC(=O)O)C(=O)O. Cell line: SK-MEL-5. Synergy scores: CSS=26.2, Synergy_ZIP=-0.802, Synergy_Bliss=-2.77, Synergy_Loewe=-1.76, Synergy_HSA=-1.67. (2) Drug 1: C1CN(CCN1C(=O)CCBr)C(=O)CCBr. Drug 2: C(CCl)NC(=O)N(CCCl)N=O. Cell line: SK-MEL-2. Synergy scores: CSS=21.2, Synergy_ZIP=-11.4, Synergy_Bliss=-9.46, Synergy_Loewe=-16.3, Synergy_HSA=-10.2. (3) Drug 1: C1=NC2=C(N1)C(=S)N=C(N2)N. Drug 2: CC12CCC3C(C1CCC2OP(=O)(O)O)CCC4=C3C=CC(=C4)OC(=O)N(CCCl)CCCl.[Na+]. Cell line: KM12. Synergy scores: CSS=47.9, Synergy_ZIP=-2.89, Synergy_Bliss=-2.13, Synergy_Loewe=-20.8, Synergy_HSA=0.567. (4) Drug 1: C1=C(C(=O)NC(=O)N1)N(CCCl)CCCl. Drug 2: CCC1(CC2CC(C3=C(CCN(C2)C1)C4=CC=CC=C4N3)(C5=C(C=C6C(=C5)C78CCN9C7C(C=CC9)(C(C(C8N6C=O)(C(=O)OC)O)OC(=O)C)CC)OC)C(=O)OC)O.OS(=O)(=O)O. Cell line: UO-31. Synergy scores: CSS=11.6, Synergy_ZIP=-5.08, Synergy_Bliss=-0.751, Synergy_Loewe=0.964, Synergy_HSA=0.686. (5) Drug 1: C1=CC(=C2C(=C1NCCNCCO)C(=O)C3=C(C=CC(=C3C2=O)O)O)NCCNCCO. Drug 2: C1C(C(OC1N2C=NC(=NC2=O)N)CO)O. Cell line: MDA-MB-435. Synergy scores: CSS=20.1, Synergy_ZIP=-5.27, Synergy_Bliss=1.70, Synergy_Loewe=-11.1, Synergy_HSA=-1.57. (6) Synergy scores: CSS=79.3, Synergy_ZIP=2.76, Synergy_Bliss=2.94, Synergy_Loewe=2.83, Synergy_HSA=9.76. Drug 1: CC1C(C(CC(O1)OC2CC(CC3=C2C(=C4C(=C3O)C(=O)C5=C(C4=O)C(=CC=C5)OC)O)(C(=O)CO)O)N)O. Cell line: UACC62. Drug 2: COCCOC1=C(C=C2C(=C1)C(=NC=N2)NC3=CC=CC(=C3)C#C)OCCOC. (7) Drug 1: CC1=C(C=C(C=C1)C(=O)NC2=CC(=CC(=C2)C(F)(F)F)N3C=C(N=C3)C)NC4=NC=CC(=N4)C5=CN=CC=C5. Drug 2: CC12CCC3C(C1CCC2O)C(CC4=C3C=CC(=C4)O)CCCCCCCCCS(=O)CCCC(C(F)(F)F)(F)F. Cell line: COLO 205. Synergy scores: CSS=15.4, Synergy_ZIP=-3.63, Synergy_Bliss=-1.46, Synergy_Loewe=6.31, Synergy_HSA=-2.34.